Dataset: NCI-60 drug combinations with 297,098 pairs across 59 cell lines. Task: Regression. Given two drug SMILES strings and cell line genomic features, predict the synergy score measuring deviation from expected non-interaction effect. (1) Drug 1: CCCCCOC(=O)NC1=NC(=O)N(C=C1F)C2C(C(C(O2)C)O)O. Drug 2: C1=CC=C(C(=C1)C(C2=CC=C(C=C2)Cl)C(Cl)Cl)Cl. Cell line: MOLT-4. Synergy scores: CSS=17.4, Synergy_ZIP=19.0, Synergy_Bliss=19.7, Synergy_Loewe=14.3, Synergy_HSA=11.6. (2) Drug 1: CC12CCC(CC1=CCC3C2CCC4(C3CC=C4C5=CN=CC=C5)C)O. Drug 2: CS(=O)(=O)CCNCC1=CC=C(O1)C2=CC3=C(C=C2)N=CN=C3NC4=CC(=C(C=C4)OCC5=CC(=CC=C5)F)Cl. Cell line: SR. Synergy scores: CSS=20.6, Synergy_ZIP=-8.31, Synergy_Bliss=-6.38, Synergy_Loewe=-7.34, Synergy_HSA=-6.58. (3) Drug 1: CC1=C(C=C(C=C1)NC(=O)C2=CC=C(C=C2)CN3CCN(CC3)C)NC4=NC=CC(=N4)C5=CN=CC=C5. Drug 2: CN(CCCl)CCCl.Cl. Cell line: HL-60(TB). Synergy scores: CSS=50.3, Synergy_ZIP=-2.58, Synergy_Bliss=-3.44, Synergy_Loewe=-16.1, Synergy_HSA=-0.301. (4) Drug 1: CC1OCC2C(O1)C(C(C(O2)OC3C4COC(=O)C4C(C5=CC6=C(C=C35)OCO6)C7=CC(=C(C(=C7)OC)O)OC)O)O. Drug 2: COC1=CC(=CC(=C1O)OC)C2C3C(COC3=O)C(C4=CC5=C(C=C24)OCO5)OC6C(C(C7C(O6)COC(O7)C8=CC=CS8)O)O. Cell line: HCC-2998. Synergy scores: CSS=28.7, Synergy_ZIP=-2.30, Synergy_Bliss=0.495, Synergy_Loewe=-1.56, Synergy_HSA=5.38. (5) Drug 1: CC1C(C(CC(O1)OC2CC(CC3=C2C(=C4C(=C3O)C(=O)C5=C(C4=O)C(=CC=C5)OC)O)(C(=O)CO)O)N)O.Cl. Drug 2: CC(C)(C#N)C1=CC(=CC(=C1)CN2C=NC=N2)C(C)(C)C#N. Cell line: SF-268. Synergy scores: CSS=3.50, Synergy_ZIP=-7.04, Synergy_Bliss=-2.66, Synergy_Loewe=-11.4, Synergy_HSA=-3.14. (6) Drug 1: CN1CCC(CC1)COC2=C(C=C3C(=C2)N=CN=C3NC4=C(C=C(C=C4)Br)F)OC. Drug 2: C(CCl)NC(=O)N(CCCl)N=O. Cell line: KM12. Synergy scores: CSS=-10.2, Synergy_ZIP=1.13, Synergy_Bliss=-7.09, Synergy_Loewe=-11.4, Synergy_HSA=-10.4. (7) Drug 1: C1=CC(=C2C(=C1NCCNCCO)C(=O)C3=C(C=CC(=C3C2=O)O)O)NCCNCCO. Drug 2: CCC1=C2CN3C(=CC4=C(C3=O)COC(=O)C4(CC)O)C2=NC5=C1C=C(C=C5)O. Cell line: HT29. Synergy scores: CSS=44.0, Synergy_ZIP=-0.483, Synergy_Bliss=2.85, Synergy_Loewe=-5.33, Synergy_HSA=5.39.